From a dataset of Full USPTO retrosynthesis dataset with 1.9M reactions from patents (1976-2016). Predict the reactants needed to synthesize the given product. (1) Given the product [CH:15]1([CH:7]([C:6]2[CH:5]=[C:4]([C:9]3[CH:14]=[CH:13][CH:12]=[CH:11][CH:10]=3)[O:3][C:2]=2[CH3:1])[OH:8])[CH2:19][CH2:18][CH2:17][CH2:16]1, predict the reactants needed to synthesize it. The reactants are: [CH3:1][C:2]1[O:3][C:4]([C:9]2[CH:14]=[CH:13][CH:12]=[CH:11][CH:10]=2)=[CH:5][C:6]=1[CH:7]=[O:8].[CH:15]1([Mg]Br)[CH2:19][CH2:18][CH2:17][CH2:16]1.O1CCCC1.Cl.O. (2) Given the product [Cl:1][C:2]1[C:7]([NH:8][S:9]([CH3:12])(=[O:10])=[O:11])=[CH:6][C:5]([C:13]2[CH:21]=[C:20]3[C:16]([CH:17]=[N:18][N:19]3[S:22]([C:25]3[CH:30]=[CH:29][C:28]([CH3:31])=[CH:27][CH:26]=3)(=[O:23])=[O:24])=[C:15]([C:32]3[O:39][C:37]([CH3:38])=[N:35][N:36]=3)[CH:14]=2)=[CH:4][N:3]=1, predict the reactants needed to synthesize it. The reactants are: [Cl:1][C:2]1[C:7]([NH:8][S:9]([CH3:12])(=[O:11])=[O:10])=[CH:6][C:5]([C:13]2[CH:21]=[C:20]3[C:16]([CH:17]=[N:18][N:19]3[S:22]([C:25]3[CH:30]=[CH:29][C:28]([CH3:31])=[CH:27][CH:26]=3)(=[O:24])=[O:23])=[C:15]([C:32]3[NH:36][N:35]=NN=3)[CH:14]=2)=[CH:4][N:3]=1.[C:37](Cl)(=[O:39])[CH3:38]. (3) Given the product [NH2:24][C:23]1[N:25]=[C:5]([C:7]2[N:11]([CH:12]([CH3:13])[CH3:14])[C:10]([CH3:15])=[N:9][CH:8]=2)[C:4]([F:16])=[CH:3][N:22]=1, predict the reactants needed to synthesize it. The reactants are: CN(C)/[CH:3]=[C:4](\[F:16])/[C:5]([C:7]1[N:11]([CH:12]([CH3:14])[CH3:13])[C:10]([CH3:15])=[N:9][CH:8]=1)=O.C(=O)(O)O.[NH2:22][C:23]([NH2:25])=[NH:24]. (4) The reactants are: [CH2:1]([O:3][C:4](=[O:19])[C:5]([O:8][C:9]1[CH:14]=[CH:13][C:12](C(=O)C)=[C:11]([F:18])[CH:10]=1)([CH3:7])[CH3:6])[CH3:2].ClC1C=CC=[C:23]([C:27]([O:29]O)=[O:28])C=1. Given the product [CH2:1]([O:3][C:4](=[O:19])[C:5]([O:8][C:9]1[CH:14]=[CH:13][C:12]([O:29][C:27](=[O:28])[CH3:23])=[C:11]([F:18])[CH:10]=1)([CH3:6])[CH3:7])[CH3:2], predict the reactants needed to synthesize it. (5) Given the product [NH:1]1[C:9]2[C:4](=[CH:5][C:6]([C:10]([O:12][CH2:13][C:14]3[CH:19]=[CH:18][CH:17]=[CH:16][CH:15]=3)=[O:11])=[CH:7][CH:8]=2)[CH:3]=[CH:2]1, predict the reactants needed to synthesize it. The reactants are: [NH:1]1[C:9]2[C:4](=[CH:5][C:6]([C:10]([OH:12])=[O:11])=[CH:7][CH:8]=2)[CH:3]=[CH:2]1.[CH2:13](Cl)[C:14]1[CH:19]=[CH:18][CH:17]=[CH:16][CH:15]=1.C(=O)([O-])[O-].[Ca+2]. (6) Given the product [CH3:17][O:16][CH2:15][CH2:14][O:13][CH2:12][O:11][C:8]1[CH:9]=[CH:10][C:5]([CH2:4][C:3]([OH:18])=[O:2])=[CH:6][CH:7]=1, predict the reactants needed to synthesize it. The reactants are: C[O:2][C:3](=[O:18])[CH2:4][C:5]1[CH:10]=[CH:9][C:8]([O:11][CH2:12][O:13][CH2:14][CH2:15][O:16][CH3:17])=[CH:7][CH:6]=1.[OH-].[Na+].